Dataset: Full USPTO retrosynthesis dataset with 1.9M reactions from patents (1976-2016). Task: Predict the reactants needed to synthesize the given product. Given the product [ClH:45].[ClH:45].[NH2:34][CH2:33][CH2:32][C:29]1[CH:28]=[CH:27][C:26]([O:25][CH2:24][CH2:23][CH2:22][CH2:21][C:16]2[CH:17]=[CH:18][C:19]([OH:20])=[C:14]([C@@H:7]([C:8]3[CH:9]=[CH:10][CH:11]=[CH:12][CH:13]=3)[CH2:6][CH2:5][N:4]([CH:1]([CH3:2])[CH3:3])[CH:42]([CH3:44])[CH3:43])[CH:15]=2)=[CH:31][CH:30]=1, predict the reactants needed to synthesize it. The reactants are: [CH:1]([N:4]([CH:42]([CH3:44])[CH3:43])[CH2:5][CH2:6][C@@H:7]([C:14]1[CH:15]=[C:16]([CH2:21][CH2:22][CH2:23][CH2:24][O:25][C:26]2[CH:31]=[CH:30][C:29]([CH2:32][CH2:33][NH:34]C(=O)OC(C)(C)C)=[CH:28][CH:27]=2)[CH:17]=[CH:18][C:19]=1[OH:20])[C:8]1[CH:13]=[CH:12][CH:11]=[CH:10][CH:9]=1)([CH3:3])[CH3:2].[ClH:45].C(O)C.